Dataset: Reaction yield outcomes from USPTO patents with 853,638 reactions. Task: Predict the reaction yield, written as a fraction of the theoretical maximum amount of product (1.0 means a 100% yield; for example, 0.34 means a 34% yield). (1) The reactants are [Cl:1][C:2]1[C:10]2[N:9]=[C:8]3[N:11]([C:15]4[CH:20]=[CH:19][C:18]([Cl:21])=[CH:17][C:16]=4[Cl:22])[CH2:12][CH2:13][CH2:14][N:7]3[C:6]=2[C:5]([CH2:23]SCC)=[CH:4][CH:3]=1.Cl[C:28]1C=CC=C(C(OO)=O)[CH:29]=1.[S:38]([O-:42])([O-])(=[O:40])=S.[Na+].[Na+]. The catalyst is C(#N)C. The product is [Cl:1][C:2]1[C:10]2[N:9]=[C:8]3[N:11]([C:15]4[CH:20]=[CH:19][C:18]([Cl:21])=[CH:17][C:16]=4[Cl:22])[CH2:12][CH2:13][CH2:14][N:7]3[C:6]=2[C:5]([CH2:23][S:38]([CH2:28][CH3:29])(=[O:42])=[O:40])=[CH:4][CH:3]=1. The yield is 0.820. (2) The reactants are [CH:1]([C:4]1[CH:9]=[CH:8][C:7]([CH:10]2[C:14]3[C:15]([CH3:30])=[C:16]([NH:21][C:22](=O)[O:23]CC(Cl)(Cl)Cl)[C:17]([CH3:20])=[C:18]([CH3:19])[C:13]=3[O:12][CH2:11]2)=[CH:6][CH:5]=1)([CH3:3])[CH3:2].[CH3:31][O:32][CH2:33][CH2:34][NH2:35]. The catalyst is CCCCCC.C(OCC)(=O)C. The product is [CH:1]([C:4]1[CH:9]=[CH:8][C:7]([CH:10]2[C:14]3[C:15]([CH3:30])=[C:16]([NH:21][C:22]([NH:35][CH2:34][CH2:33][O:32][CH3:31])=[O:23])[C:17]([CH3:20])=[C:18]([CH3:19])[C:13]=3[O:12][CH2:11]2)=[CH:6][CH:5]=1)([CH3:3])[CH3:2]. The yield is 0.580. (3) The reactants are C([O:5][C:6](=[O:41])[CH2:7][C@H:8]([NH:23][C:24]([O:26][CH2:27][CH:28]1[C:40]2[CH:39]=[CH:38][CH:37]=[CH:36][C:35]=2[C:34]2[C:29]1=[CH:30][CH:31]=[CH:32][CH:33]=2)=[O:25])[C:9]([NH:11][CH2:12][CH2:13][CH2:14][CH2:15][CH2:16][CH2:17][CH2:18][CH2:19][CH2:20][CH2:21][CH3:22])=[O:10])(C)(C)C. The catalyst is C(O)(C(F)(F)F)=O.CO. The product is [CH:30]1[C:29]2[CH:28]([CH2:27][O:26][C:24]([NH:23][C@H:8]([C:9]([NH:11][CH2:12][CH2:13][CH2:14][CH2:15][CH2:16][CH2:17][CH2:18][CH2:19][CH2:20][CH2:21][CH3:22])=[O:10])[CH2:7][C:6]([OH:41])=[O:5])=[O:25])[C:40]3[C:35](=[CH:36][CH:37]=[CH:38][CH:39]=3)[C:34]=2[CH:33]=[CH:32][CH:31]=1. The yield is 0.990. (4) The reactants are [Br:1][C:2]1[CH:3]=[C:4]([NH:9][C:10]2[C:11]3[CH:19]=[C:18]([NH:20]CC4C=CC(OC)=CC=4)[N:17]=[CH:16][C:12]=3[N:13]=[CH:14][N:15]=2)[CH:5]=[CH:6][C:7]=1[F:8].C1(OC)C=CC=CC=1. The catalyst is FC(F)(F)C(O)=O. The product is [Br:1][C:2]1[CH:3]=[C:4]([NH:9][C:10]2[C:11]3[CH:19]=[C:18]([NH2:20])[N:17]=[CH:16][C:12]=3[N:13]=[CH:14][N:15]=2)[CH:5]=[CH:6][C:7]=1[F:8]. The yield is 0.990. (5) The reactants are [C:1]([C:4]1[C:29](=[O:30])[C@@:8]2([CH3:31])[C:9]3[C:15]([OH:16])=[CH:14][C:13]([O:17][CH3:18])=[C:12]([C:19]([O:21][CH2:22][C:23]4[CH:28]=[CH:27][CH:26]=[CH:25][CH:24]=4)=[O:20])[C:10]=3[O:11][C:7]2=[CH:6][C:5]=1[OH:32])(=[O:3])[CH3:2].[H-].[Na+].[CH2:35](I)[CH3:36].Cl. The catalyst is CN(C)C=O. The product is [C:1]([C:4]1[C:29](=[O:30])[C@@:8]2([CH3:31])[C:9]3[C:15]([O:16][CH2:35][CH3:36])=[CH:14][C:13]([O:17][CH3:18])=[C:12]([C:19]([O:21][CH2:22][C:23]4[CH:24]=[CH:25][CH:26]=[CH:27][CH:28]=4)=[O:20])[C:10]=3[O:11][C:7]2=[CH:6][C:5]=1[OH:32])(=[O:3])[CH3:2]. The yield is 0.840. (6) The reactants are [CH:1]([C:4]1[CH:8]=[C:7]([NH2:9])[N:6]([C:10]2[CH:15]=[CH:14][C:13]([O:16][CH3:17])=[CH:12][CH:11]=2)[N:5]=1)([CH3:3])[CH3:2].C(=O)([O-])[O-].[K+].[K+].Cl[C:25]([O:27][C:28]1[CH:33]=[CH:32][CH:31]=[CH:30][CH:29]=1)=[O:26]. The catalyst is C(Cl)Cl. The product is [CH:1]([C:4]1[CH:8]=[C:7]([NH:9][C:25](=[O:26])[O:27][C:28]2[CH:33]=[CH:32][CH:31]=[CH:30][CH:29]=2)[N:6]([C:10]2[CH:11]=[CH:12][C:13]([O:16][CH3:17])=[CH:14][CH:15]=2)[N:5]=1)([CH3:3])[CH3:2]. The yield is 0.980.